Regression. Given two drug SMILES strings and cell line genomic features, predict the synergy score measuring deviation from expected non-interaction effect. From a dataset of NCI-60 drug combinations with 297,098 pairs across 59 cell lines. (1) Drug 1: CN(C)N=NC1=C(NC=N1)C(=O)N. Drug 2: CC(C)NC(=O)C1=CC=C(C=C1)CNNC.Cl. Cell line: UACC62. Synergy scores: CSS=3.94, Synergy_ZIP=-0.218, Synergy_Bliss=1.98, Synergy_Loewe=0.684, Synergy_HSA=0.716. (2) Drug 1: CN(C)C1=NC(=NC(=N1)N(C)C)N(C)C. Drug 2: CC1C(C(=O)NC(C(=O)N2CCCC2C(=O)N(CC(=O)N(C(C(=O)O1)C(C)C)C)C)C(C)C)NC(=O)C3=C4C(=C(C=C3)C)OC5=C(C(=O)C(=C(C5=N4)C(=O)NC6C(OC(=O)C(N(C(=O)CN(C(=O)C7CCCN7C(=O)C(NC6=O)C(C)C)C)C)C(C)C)C)N)C. Cell line: HOP-62. Synergy scores: CSS=-0.104, Synergy_ZIP=3.81, Synergy_Bliss=6.99, Synergy_Loewe=0.987, Synergy_HSA=2.12. (3) Drug 1: CN(C)N=NC1=C(NC=N1)C(=O)N. Drug 2: C1=CN(C=N1)CC(O)(P(=O)(O)O)P(=O)(O)O. Cell line: HCT-15. Synergy scores: CSS=1.01, Synergy_ZIP=0.221, Synergy_Bliss=2.90, Synergy_Loewe=-0.114, Synergy_HSA=0.0602. (4) Synergy scores: CSS=47.0, Synergy_ZIP=0.339, Synergy_Bliss=1.28, Synergy_Loewe=0.656, Synergy_HSA=0.968. Drug 1: C#CCC(CC1=CN=C2C(=N1)C(=NC(=N2)N)N)C3=CC=C(C=C3)C(=O)NC(CCC(=O)O)C(=O)O. Cell line: PC-3. Drug 2: B(C(CC(C)C)NC(=O)C(CC1=CC=CC=C1)NC(=O)C2=NC=CN=C2)(O)O.